From a dataset of Reaction yield outcomes from USPTO patents with 853,638 reactions. Predict the reaction yield, written as a fraction of the theoretical maximum amount of product (1.0 means a 100% yield; for example, 0.34 means a 34% yield). (1) The reactants are [CH3:1][O:2][C:3]1[CH:11]=[CH:10][C:6]([CH:7]=[N:8][OH:9])=[CH:5][CH:4]=1.C[O:13][C:14](=[O:21])[C:15]([CH2:17][C:18]([OH:20])=[O:19])=[CH2:16].[CH2:22]1COCC1. No catalyst specified. The product is [CH3:1][O:2][C:3]1[CH:11]=[CH:10][C:6]([C:7]2[CH2:16][C:15]([C:14]([OH:13])=[O:21])([CH2:17][C:18]([O:20][CH3:22])=[O:19])[O:9][N:8]=2)=[CH:5][CH:4]=1. The yield is 0.580. (2) The reactants are C([O:4][CH2:5][C:6]1[C:7]([N:37]2[CH2:49][CH2:48][N:40]3[C:41]4[CH2:42][CH2:43][CH2:44][CH2:45][C:46]=4[CH:47]=[C:39]3[C:38]2=[O:50])=[N:8][CH:9]=[CH:10][C:11]=1[C:12]1[CH:17]=[C:16]([NH:18][C:19]2[CH:24]=[CH:23][C:22]([C:25]3[CH2:26][CH2:27][N:28]([CH:31]4[CH2:34][O:33][CH2:32]4)[CH2:29][CH:30]=3)=[CH:21][N:20]=2)[C:15](=[O:35])[N:14]([CH3:36])[CH:13]=1)(=O)C.[OH-].[Li+].O. The catalyst is C1COCC1.C(O)(C)C. The product is [OH:4][CH2:5][C:6]1[C:7]([N:37]2[CH2:49][CH2:48][N:40]3[C:41]4[CH2:42][CH2:43][CH2:44][CH2:45][C:46]=4[CH:47]=[C:39]3[C:38]2=[O:50])=[N:8][CH:9]=[CH:10][C:11]=1[C:12]1[CH:17]=[C:16]([NH:18][C:19]2[CH:24]=[CH:23][C:22]([C:25]3[CH2:26][CH2:27][N:28]([CH:31]4[CH2:32][O:33][CH2:34]4)[CH2:29][CH:30]=3)=[CH:21][N:20]=2)[C:15](=[O:35])[N:14]([CH3:36])[CH:13]=1. The yield is 0.200. (3) The reactants are [CH3:1][O:2][C:3](=[O:12])[C@H:4]([CH3:11])[CH2:5]OS(C)(=O)=O.[N-:13]=[N+:14]=[N-:15].[Na+].C(OC(=O)CC(C)=O)C. The catalyst is CN(C)C=O. The product is [CH3:1][O:2][C:3](=[O:12])[C@H:4]([CH3:11])[CH2:5][N:13]=[N+:14]=[N-:15]. The yield is 0.320. (4) The reactants are [CH:1]1([CH:7]([C:9]2[C:10]([CH3:22])=[N:11][N:12]([C:14]3[CH:19]=[CH:18][C:17]([O:20][CH3:21])=[CH:16][CH:15]=3)[CH:13]=2)O)[CH2:6][CH2:5][CH2:4][CH2:3][CH2:2]1.[NH2:23][C:24]1[CH:29]=[CH:28][C:27]([C:30]([N:32]([CH3:40])[CH2:33][CH2:34][C:35]([O:37]CC)=[O:36])=[O:31])=[CH:26][CH:25]=1. No catalyst specified. The product is [CH:1]1([CH:7]([NH:23][C:24]2[CH:25]=[CH:26][C:27]([C:30]([N:32]([CH3:40])[CH2:33][CH2:34][C:35]([OH:37])=[O:36])=[O:31])=[CH:28][CH:29]=2)[C:9]2[C:10]([CH3:22])=[N:11][N:12]([C:14]3[CH:19]=[CH:18][C:17]([O:20][CH3:21])=[CH:16][CH:15]=3)[CH:13]=2)[CH2:6][CH2:5][CH2:4][CH2:3][CH2:2]1. The yield is 0.240. (5) The reactants are O.[O:2]=[CH:3][C@@H:4]([C@H:6]([C@@H:8]([C@@H:10]([CH2:12][OH:13])[OH:11])[OH:9])[OH:7])[OH:5].[C:14]([OH:26])(=[O:25])[CH2:15][C:16]([CH2:21][C:22]([OH:24])=[O:23])([C:18]([OH:20])=[O:19])[OH:17].[NH3:27].[SiH4].C([O-])(=O)CC(CC([O-])=O)(C([O-])=O)O.[NH4+].[NH4+].[NH4+]. The catalyst is O. The product is [C:14]([O-:26])(=[O:25])[CH2:15][C:16]([CH2:21][C:22]([O-:24])=[O:23])([C:18]([O-:20])=[O:19])[OH:17].[NH4+:27].[NH4+:27].[NH4+:27].[O:2]=[CH:3][C@@H:4]([C@H:6]([C@@H:8]([C@@H:10]([CH2:12][OH:13])[OH:11])[OH:9])[OH:7])[OH:5]. The yield is 0.0800. (6) The reactants are [CH2:1]([O:8][C:9]1[CH:10]=[C:11]2[C:16](=[CH:17][C:18]=1[O:19][CH3:20])[CH:15](/[CH:21]=[CH:22]/[C:23]1[CH:28]=[C:27]([O:29][CH2:30][C:31]3[CH:36]=[CH:35][CH:34]=[CH:33][CH:32]=3)[C:26]([O:37][CH3:38])=[CH:25][C:24]=1[CH3:39])[NH:14][CH2:13][CH2:12]2)[C:2]1[CH:7]=[CH:6][CH:5]=[CH:4][CH:3]=1.[C:40](O[C:40]([O:42][C:43]([CH3:46])([CH3:45])[CH3:44])=[O:41])([O:42][C:43]([CH3:46])([CH3:45])[CH3:44])=[O:41]. The catalyst is C(Cl)Cl. The product is [CH2:1]([O:8][C:9]1[CH:10]=[C:11]2[C:16](=[CH:17][C:18]=1[O:19][CH3:20])[CH:15](/[CH:21]=[CH:22]/[C:23]1[CH:28]=[C:27]([O:29][CH2:30][C:31]3[CH:32]=[CH:33][CH:34]=[CH:35][CH:36]=3)[C:26]([O:37][CH3:38])=[CH:25][C:24]=1[CH3:39])[N:14]([C:40]([O:42][C:43]([CH3:46])([CH3:45])[CH3:44])=[O:41])[CH2:13][CH2:12]2)[C:2]1[CH:7]=[CH:6][CH:5]=[CH:4][CH:3]=1. The yield is 0.210. (7) The reactants are [CH3:1][S:2]([C:5]1[CH:10]=[CH:9][CH:8]=[CH:7][CH:6]=1)(=[O:4])=[O:3].[Li]CCCC.P(Cl)(OCC)(OCC)=O.[O:25]1[CH2:28][C:27](=O)[CH2:26]1. No catalyst specified. The product is [C:5]1([S:2]([CH:1]=[C:27]2[CH2:28][O:25][CH2:26]2)(=[O:4])=[O:3])[CH:10]=[CH:9][CH:8]=[CH:7][CH:6]=1. The yield is 0.750. (8) The reactants are [C:1]([C:5]1[CH:10]=[CH:9][C:8]([C:11]2[CH:12]=[CH:13][CH:14]=[C:15]3[C:19]=2[C:18](=O)[CH:17]([CH2:21][CH:22]2[CH2:27][CH2:26][CH2:25][CH2:24][CH2:23]2)[CH2:16]3)=[CH:7][CH:6]=1)([CH3:4])([CH3:3])[CH3:2].[BH4-].[Na+].CO.S(=O)(=O)(O)O. The catalyst is C1(C)C=CC=CC=1.O. The product is [C:1]([C:5]1[CH:10]=[CH:9][C:8]([C:11]2[CH:12]=[CH:13][CH:14]=[C:15]3[C:19]=2[CH2:18][C:17]([CH2:21][CH:22]2[CH2:23][CH2:24][CH2:25][CH2:26][CH2:27]2)=[CH:16]3)=[CH:7][CH:6]=1)([CH3:4])([CH3:2])[CH3:3]. The yield is 0.860.